From a dataset of Peptide-MHC class I binding affinity with 185,985 pairs from IEDB/IMGT. Regression. Given a peptide amino acid sequence and an MHC pseudo amino acid sequence, predict their binding affinity value. This is MHC class I binding data. The peptide sequence is RRIRQGLELT. The MHC is Mamu-B08 with pseudo-sequence Mamu-B08. The binding affinity (normalized) is 0.566.